Dataset: Peptide-MHC class I binding affinity with 185,985 pairs from IEDB/IMGT. Task: Regression. Given a peptide amino acid sequence and an MHC pseudo amino acid sequence, predict their binding affinity value. This is MHC class I binding data. (1) The peptide sequence is REVFDYLLP. The MHC is HLA-B08:02 with pseudo-sequence HLA-B08:02. The binding affinity (normalized) is 0.0847. (2) The peptide sequence is YKEPNSIIL. The MHC is HLA-A01:01 with pseudo-sequence HLA-A01:01. The binding affinity (normalized) is 0.0847.